Dataset: Full USPTO retrosynthesis dataset with 1.9M reactions from patents (1976-2016). Task: Predict the reactants needed to synthesize the given product. (1) Given the product [Cl:1][C:2]1[S:3][C:4]([Cl:25])=[C:5]([CH:10]([C:18]2[CH:23]=[CH:22][CH:21]=[C:20]([Cl:24])[CH:19]=2)[O:11][CH:12]2[CH2:17][CH2:16][CH2:15][CH2:14][O:13]2)[C:6]=1[C:7]([NH:39][C@H:37]([C:34]1[CH:35]=[CH:36][C:31]([C:29]([O:28][CH3:27])=[O:30])=[CH:32][CH:33]=1)[CH3:38])=[O:8], predict the reactants needed to synthesize it. The reactants are: [Cl:1][C:2]1[S:3][C:4]([Cl:25])=[C:5]([CH:10]([C:18]2[CH:23]=[CH:22][CH:21]=[C:20]([Cl:24])[CH:19]=2)[O:11][CH:12]2[CH2:17][CH2:16][CH2:15][CH2:14][O:13]2)[C:6]=1[C:7](O)=[O:8].[Cl-].[CH3:27][O:28][C:29]([C:31]1[CH:36]=[CH:35][C:34]([C@@H:37]([NH3+:39])[CH3:38])=[CH:33][CH:32]=1)=[O:30]. (2) Given the product [CH3:18][O:17][C:12]1[C:11]2[C:16](=[C:7]([CH3:29])[CH:8]=[CH:9][CH:10]=2)[CH:15]=[CH:14][CH:13]=1, predict the reactants needed to synthesize it. The reactants are: FC(F)(F)S(O[C:7]1[C:16]2[C:11](=[C:12]([O:17][CH3:18])[CH:13]=[CH:14][CH:15]=2)[CH:10]=[CH:9][CH:8]=1)(=O)=O.[O-]P([O-])([O-])=O.[K+].[K+].[K+].[CH3:29]B(O)O.C1C=CC(P(C2C(C3C(P(C4C=CC=CC=4)C4C=CC=CC=4)=CC=C4C=3C=CC=C4)=C3C(C=CC=C3)=CC=2)C2C=CC=CC=2)=CC=1. (3) Given the product [F:1][C:2]1[CH:7]=[C:6]([F:8])[CH:5]=[CH:4][C:3]=1[C@:9]([OH:31])([C@H:16]([S:18][CH:19]([CH2:20][OH:21])[CH2:24][OH:23])[CH3:17])[CH2:10][N:11]1[CH:15]=[N:14][CH:13]=[N:12]1, predict the reactants needed to synthesize it. The reactants are: [F:1][C:2]1[CH:7]=[C:6]([F:8])[CH:5]=[CH:4][C:3]=1[C@:9]([OH:31])([C@H:16]([S:18][C@@H:19]1[CH2:24][O:23][C@@H](C2C=CC=CC=2)[O:21][CH2:20]1)[CH3:17])[CH2:10][N:11]1[CH:15]=[N:14][CH:13]=[N:12]1.Cl.O1CCOCC1.C([O-])(O)=O.[Na+]. (4) Given the product [Cl:1][C:2]1[CH:3]=[C:4]([C@H:9]2[C@H:14]([N:15]([CH3:24])[C:16](=[O:17])[C:18]3[CH:23]=[CH:22][CH:21]=[CH:20][CH:19]=3)[CH2:13][CH2:12][NH:11][CH2:10]2)[CH:5]=[CH:6][C:7]=1[Cl:8], predict the reactants needed to synthesize it. The reactants are: [Cl:1][C:2]1[CH:3]=[C:4]([C@H:9]2[C@H:14]([N:15]([CH3:24])[C:16]([C:18]3[CH:23]=[CH:22][CH:21]=[CH:20][CH:19]=3)=[O:17])[CH2:13][CH2:12][N:11](C(OC(C)(C)C)=O)[CH2:10]2)[CH:5]=[CH:6][C:7]=1[Cl:8].Cl.C(OCC)(=O)C. (5) Given the product [CH3:22][C:3]1([C:7]([O:9][CH2:10][CH3:11])=[O:8])[CH2:4][CH2:5][CH2:6][N:1]([C:12]([O:14][CH2:15][C:16]2[CH:21]=[CH:20][CH:19]=[CH:18][CH:17]=2)=[O:13])[CH2:2]1, predict the reactants needed to synthesize it. The reactants are: [N:1]1([C:12]([O:14][CH2:15][C:16]2[CH:21]=[CH:20][CH:19]=[CH:18][CH:17]=2)=[O:13])[CH2:6][CH2:5][CH2:4][CH:3]([C:7]([O:9][CH2:10][CH3:11])=[O:8])[CH2:2]1.[CH3:22][Si]([N-][Si](C)(C)C)(C)C.[Li+].CI.[Cl-].[NH4+]. (6) Given the product [F:34][C:3]([F:2])([F:33])[C:4]1[CH:5]=[C:6]([CH:26]=[C:27]([C:29]([F:30])([F:31])[F:32])[CH:28]=1)[CH2:7][N:8]([CH3:25])[C:9]([C@@H:11]1[CH2:16][CH2:15][N:14]([S:45]([CH:44]=[CH2:43])(=[O:47])=[O:46])[CH2:13][C@H:12]1[C:17]1[CH:22]=[CH:21][C:20]([F:23])=[CH:19][C:18]=1[CH3:24])=[O:10], predict the reactants needed to synthesize it. The reactants are: Cl.[F:2][C:3]([F:34])([F:33])[C:4]1[CH:5]=[C:6]([CH:26]=[C:27]([C:29]([F:32])([F:31])[F:30])[CH:28]=1)[CH2:7][N:8]([CH3:25])[C:9]([C@@H:11]1[CH2:16][CH2:15][NH:14][CH2:13][C@H:12]1[C:17]1[CH:22]=[CH:21][C:20]([F:23])=[CH:19][C:18]=1[CH3:24])=[O:10].CCN(CC)CC.Cl[CH2:43][CH2:44][S:45](Cl)(=[O:47])=[O:46].O. (7) Given the product [C:34]([O:38][C:39]([N:40]1[CH2:51][CH2:52][C:53](=[O:63])[N:54]([O:55][CH2:56][C:57]2[CH:62]=[CH:61][CH:60]=[CH:59][CH:58]=2)[CH2:49][C@H:41]1[CH2:42][C:43]1[CH:48]=[CH:47][CH:46]=[CH:45][CH:44]=1)=[O:64])([CH3:37])([CH3:36])[CH3:35], predict the reactants needed to synthesize it. The reactants are: N(C(OC(C)C)=O)=NC(OC(C)C)=O.C1(P(C2C=CC=CC=2)C2C=CC=CC=2)C=CC=CC=1.[C:34]([O:38][C:39](=[O:64])[N:40]([CH2:51][CH2:52][C:53](=[O:63])[NH:54][O:55][CH2:56][C:57]1[CH:62]=[CH:61][CH:60]=[CH:59][CH:58]=1)[C@@H:41]([CH2:49]O)[CH2:42][C:43]1[CH:48]=[CH:47][CH:46]=[CH:45][CH:44]=1)([CH3:37])([CH3:36])[CH3:35]. (8) Given the product [CH2:12]([O:14][C:15]1[CH:20]=[CH:19][N:18]=[CH:17][C:16]=1[NH:21][C:22]([NH:11][C:10]1[C:5]2[N:4]=[CH:3][N:2]([CH3:1])[C:6]=2[CH:7]=[CH:8][CH:9]=1)=[S:23])[CH3:13], predict the reactants needed to synthesize it. The reactants are: [CH3:1][N:2]1[C:6]2[CH:7]=[CH:8][CH:9]=[C:10]([NH2:11])[C:5]=2[N:4]=[CH:3]1.[CH2:12]([O:14][C:15]1[CH:20]=[CH:19][N:18]=[CH:17][C:16]=1[N:21]=[C:22]=[S:23])[CH3:13]. (9) Given the product [Cl:3][C:4]1[N:9]=[C:8]2[NH:10][N:11]=[C:12]([S:13]([CH3:14])(=[O:21])=[O:18])[C:7]2=[C:6]([O:15][CH2:16][CH3:17])[N:5]=1, predict the reactants needed to synthesize it. The reactants are: OO.[Cl:3][C:4]1[N:9]=[C:8]2[NH:10][N:11]=[C:12]([S:13][CH3:14])[C:7]2=[C:6]([O:15][CH2:16][CH3:17])[N:5]=1.[OH2:18].C(O)(=[O:21])C. (10) Given the product [Cl:1][C:2]1[CH:7]=[CH:6][CH:5]=[C:4]([Cl:8])[C:3]=1[C:18]1[CH:17]=[CH:16][CH:15]=[C:14]([O:13][CH3:12])[C:19]=1[O:20][CH3:21], predict the reactants needed to synthesize it. The reactants are: [Cl:1][C:2]1[CH:7]=[CH:6][CH:5]=[C:4]([Cl:8])[C:3]=1Br.[OH-].[Na+].[CH3:12][O:13][C:14]1[C:19]([O:20][CH3:21])=[CH:18][CH:17]=[CH:16][C:15]=1B(O)O.